This data is from Forward reaction prediction with 1.9M reactions from USPTO patents (1976-2016). The task is: Predict the product of the given reaction. (1) Given the reactants [CH2:1]([C:4]1[CH:5]=[C:6]([CH:13]=[CH:14][CH:15]=1)[C:7]([N:9]([O:11][CH3:12])[CH3:10])=[O:8])[CH:2]=[CH2:3], predict the reaction product. The product is: [CH3:12][O:11][N:9]([CH3:10])[C:7](=[O:8])[C:6]1[CH:13]=[CH:14][CH:15]=[C:4]([CH2:1][CH2:2][CH3:3])[CH:5]=1. (2) Given the reactants C([Li])CCC.[S:6]1[CH:10]=[CH:9][N:8]=[C:7]1[NH:11][C:12](=[O:15])[O:13][CH3:14].[CH2:16]1[O:26][C:19]2([CH2:24][CH2:23][C:22](=[O:25])[CH2:21][CH2:20]2)[O:18][CH2:17]1.O, predict the reaction product. The product is: [OH:25][C:22]1([C:10]2[S:6][C:7]([NH:11][C:12](=[O:15])[O:13][CH3:14])=[N:8][CH:9]=2)[CH2:23][CH2:24][C:19]2([O:18][CH2:17][CH2:16][O:26]2)[CH2:20][CH2:21]1. (3) Given the reactants [OH-].[Li+].C[O:4][C:5]([C:7]1[N:8]([CH3:18])[C:9]([C:12]2[CH:17]=[CH:16][CH:15]=[CH:14][CH:13]=2)=[CH:10][CH:11]=1)=[O:6].CO.Cl, predict the reaction product. The product is: [CH3:18][N:8]1[C:9]([C:12]2[CH:17]=[CH:16][CH:15]=[CH:14][CH:13]=2)=[CH:10][CH:11]=[C:7]1[C:5]([OH:6])=[O:4]. (4) The product is: [CH2:1]([C:3]([OH:37])([CH2:35][CH3:36])[CH2:4][N:5]1[C:14](=[O:15])[C:13]2[C:8](=[CH:9][CH:10]=[CH:11][CH:12]=2)[C:7]([C:16]2[C:24]3[C:19](=[CH:20][CH:21]=[C:22]([F:25])[CH:23]=3)[N:18]([CH2:26][C:27]([OH:29])=[O:28])[C:17]=2[CH3:34])=[N:6]1)[CH3:2]. Given the reactants [CH2:1]([C:3]([OH:37])([CH2:35][CH3:36])[CH2:4][N:5]1[C:14](=[O:15])[C:13]2[C:8](=[CH:9][CH:10]=[CH:11][CH:12]=2)[C:7]([C:16]2[C:24]3[C:19](=[CH:20][CH:21]=[C:22]([F:25])[CH:23]=3)[N:18]([CH2:26][C:27]([O:29]C(C)(C)C)=[O:28])[C:17]=2[CH3:34])=[N:6]1)[CH3:2].O, predict the reaction product. (5) Given the reactants C1([C:11]2[CH:16]=[CH:15][C:14]([NH:17]C3C=CC(C4C=CC=CC=4)=CC=3)=[CH:13][CH:12]=2)C2C(=CC=CC=2)C=CC=1.Br[C:31]1[CH:36]=[CH:35][C:34]([C:37]2[C:46]3[C:41](=[CH:42][CH:43]=[CH:44][CH:45]=3)[CH:40]=[CH:39][CH:38]=2)=[CH:33][CH:32]=1, predict the reaction product. The product is: [C:37]1([C:34]2[CH:35]=[CH:36][C:31]([C:13]3[CH:12]=[CH:11][CH:16]=[CH:15][C:14]=3[NH2:17])=[CH:32][CH:33]=2)[C:46]2[C:41](=[CH:42][CH:43]=[CH:44][CH:45]=2)[CH:40]=[CH:39][CH:38]=1. (6) Given the reactants [F:1][C:2]1[CH:3]=[C:4]2[C:9](=[CH:10][CH:11]=1)[CH:8]=[N+:7]([O-])[CH:6]=[CH:5]2.P(Cl)(Cl)([Cl:15])=O.[OH-].[Na+], predict the reaction product. The product is: [Cl:15][C:8]1[C:9]2[C:4](=[CH:3][C:2]([F:1])=[CH:11][CH:10]=2)[CH:5]=[CH:6][N:7]=1.